This data is from Experimentally validated miRNA-target interactions with 360,000+ pairs, plus equal number of negative samples. The task is: Binary Classification. Given a miRNA mature sequence and a target amino acid sequence, predict their likelihood of interaction. The miRNA is mmu-miR-449a-5p with sequence UGGCAGUGUAUUGUUAGCUGGU. The protein sequence of the target gene is MSRGSIEIPLRDTDEVIELDFDQLPEGDEVISILKQEHTQLHIWIALALEYYKQGKTEEFVKLLEAARIDGNLDYRDHEKDQMTCLDTLAAYYVQQARKEKNKDNKKDLITQATLLYTMADKIIMYDQNHLLGRACFCLLEGDKMDQADAQFHFVLNQSPNNIPALLGKACISFNKKDYRGALAYYKKALRTNPGCPAEVRLGMGHCFVKLNKLEKARLAFSRALELNSKCVGALVGLAVLELNNKEADSIKNGVQLLSRAYTIDPSNPMVLNHLANHFFFKKDYSKVQHLALHAFHNTE.... Result: 0 (no interaction).